The task is: Predict the reactants needed to synthesize the given product.. This data is from Full USPTO retrosynthesis dataset with 1.9M reactions from patents (1976-2016). (1) Given the product [CH3:31][O:28][C:27]([C@H:19]1[CH2:20][C:21]2[C:26](=[CH:25][CH:24]=[CH:23][CH:22]=2)[N:18]1[S:15]([C:12]1[CH:11]=[CH:10][C:9]([O:8][CH2:1][C:2]2[CH:3]=[CH:4][CH:5]=[CH:6][CH:7]=2)=[CH:14][CH:13]=1)(=[O:16])=[O:17])=[O:29], predict the reactants needed to synthesize it. The reactants are: [CH2:1]([O:8][C:9]1[CH:14]=[CH:13][C:12]([S:15]([N:18]2[C:26]3[C:21](=[CH:22][CH:23]=[CH:24][CH:25]=3)[CH2:20][C@@H:19]2[C:27]([OH:29])=[O:28])(=[O:17])=[O:16])=[CH:11][CH:10]=1)[C:2]1[CH:7]=[CH:6][CH:5]=[CH:4][CH:3]=1.O.[C:31]1(C)C=CC(S(O)(=O)=O)=CC=1. (2) The reactants are: [C:1]([C:3]1[C:4]([N:16]2[CH2:21][CH2:20][CH:19]([C:22](O)=[O:23])[CH2:18][CH2:17]2)=[N:5][C:6]([CH3:15])=[C:7]([C:9]([O:11][CH:12]([CH3:14])[CH3:13])=[O:10])[CH:8]=1)#[N:2].CCN=C=NCCCN(C)C.[C:36]1([CH2:42][S:43]([NH2:46])(=[O:45])=[O:44])[CH:41]=[CH:40][CH:39]=[CH:38][CH:37]=1.C1C=CC2N(O)N=NC=2C=1.CCN(C(C)C)C(C)C.OS([O-])(=O)=O.[K+]. Given the product [CH:12]([O:11][C:9](=[O:10])[C:7]1[CH:8]=[C:3]([C:1]#[N:2])[C:4]([N:16]2[CH2:21][CH2:20][CH:19]([C:22]([NH:46][S:43]([CH2:42][C:36]3[CH:37]=[CH:38][CH:39]=[CH:40][CH:41]=3)(=[O:44])=[O:45])=[O:23])[CH2:18][CH2:17]2)=[N:5][C:6]=1[CH3:15])([CH3:14])[CH3:13], predict the reactants needed to synthesize it. (3) Given the product [N:24]([C@H:6]1[CH2:7][C:8]([CH3:23])([CH3:22])[O:9][CH2:10][C@H:11]1[NH:12][C:13](=[O:14])[O:15][CH2:16][CH2:17][Si:18]([CH3:21])([CH3:20])[CH3:19])=[N+:25]=[N-:26], predict the reactants needed to synthesize it. The reactants are: CS(O[C@H:6]1[C@H:11]([NH:12][C:13]([O:15][CH2:16][CH2:17][Si:18]([CH3:21])([CH3:20])[CH3:19])=[O:14])[CH2:10][O:9][C:8]([CH3:23])([CH3:22])[CH2:7]1)(=O)=O.[N-:24]=[N+:25]=[N-:26].[Na+].C([O-])(=O)C.[Na+]. (4) Given the product [CH3:15][N:11]1[CH2:12][CH2:13][CH2:14][N:8]([C:6]2[N:7]=[C:2]([C:22]3[CH:23]=[C:18]([CH:19]=[CH:20][CH:21]=3)[CH:16]=[O:17])[CH:3]=[N:4][CH:5]=2)[CH2:9][CH2:10]1, predict the reactants needed to synthesize it. The reactants are: Cl[C:2]1[N:7]=[C:6]([N:8]2[CH2:14][CH2:13][CH2:12][N:11]([CH3:15])[CH2:10][CH2:9]2)[CH:5]=[N:4][CH:3]=1.[CH:16]([C:18]1[CH:19]=[C:20](B(O)O)[CH:21]=[CH:22][CH:23]=1)=[O:17].C(=O)([O-])[O-].[Cs+].[Cs+]. (5) Given the product [BrH:12].[BrH:1].[Br:1][CH2:4][C:5]([CH2:6][Br:2])([CH2:9][NH2:10])[CH2:7][NH2:8], predict the reactants needed to synthesize it. The reactants are: [BrH:1].[BrH:2].O1[CH2:6][C:5]([CH2:9][NH2:10])([CH2:7][NH2:8])[CH2:4]1.P(Br)(Br)[Br:12]. (6) The reactants are: [CH2:1]([O:4][C:5]1([CH3:52])[CH2:10][CH2:9][N:8]([C:11]2[N:16]3[N:17]=[C:18]([C:20]4[S:21][C:22]([CH2:25][C:26]5[CH:31]=[CH:30][CH:29]=[CH:28][C:27]=5[O:32][Si](C(C)(C)C)(C)C)=[CH:23][N:24]=4)[CH:19]=[C:15]3[N:14]=[C:13]([CH3:40])[C:12]=2[C@H:41]([O:47][C:48]([CH3:51])([CH3:50])[CH3:49])[C:42]([O:44][CH2:45][CH3:46])=[O:43])[CH2:7][CH2:6]1)[CH:2]=[CH2:3].CCCC[N+](CCCC)(CCCC)CCCC.[F-]. Given the product [CH2:1]([O:4][C:5]1([CH3:52])[CH2:10][CH2:9][N:8]([C:11]2[N:16]3[N:17]=[C:18]([C:20]4[S:21][C:22]([CH2:25][C:26]5[CH:31]=[CH:30][CH:29]=[CH:28][C:27]=5[OH:32])=[CH:23][N:24]=4)[CH:19]=[C:15]3[N:14]=[C:13]([CH3:40])[C:12]=2[C@H:41]([O:47][C:48]([CH3:51])([CH3:50])[CH3:49])[C:42]([O:44][CH2:45][CH3:46])=[O:43])[CH2:7][CH2:6]1)[CH:2]=[CH2:3], predict the reactants needed to synthesize it. (7) The reactants are: [CH2:1]([O:3][C:4]([C:6]1[N:7]([CH2:14][C:15]2[CH:20]=[CH:19][CH:18]=[CH:17][CH:16]=2)[CH:8]=[C:9]([C:12]#[N:13])[C:10]=1[NH2:11])=[O:5])[CH3:2].[CH2:21]([N:28]=[C:29]=[O:30])[C:22]1[CH:27]=[CH:26][CH:25]=[CH:24][CH:23]=1. Given the product [CH2:1]([O:3][C:4]([C:6]1[N:7]([CH2:14][C:15]2[CH:16]=[CH:17][CH:18]=[CH:19][CH:20]=2)[CH:8]=[C:9]([C:12]#[N:13])[C:10]=1[NH:11][C:29]([NH:28][CH2:21][C:22]1[CH:27]=[CH:26][CH:25]=[CH:24][CH:23]=1)=[O:30])=[O:5])[CH3:2], predict the reactants needed to synthesize it.